From a dataset of NCI-60 drug combinations with 297,098 pairs across 59 cell lines. Regression. Given two drug SMILES strings and cell line genomic features, predict the synergy score measuring deviation from expected non-interaction effect. (1) Drug 1: CC1CCC2CC(C(=CC=CC=CC(CC(C(=O)C(C(C(=CC(C(=O)CC(OC(=O)C3CCCCN3C(=O)C(=O)C1(O2)O)C(C)CC4CCC(C(C4)OC)O)C)C)O)OC)C)C)C)OC. Drug 2: CC1=C2C(C(=O)C3(C(CC4C(C3C(C(C2(C)C)(CC1OC(=O)C(C(C5=CC=CC=C5)NC(=O)OC(C)(C)C)O)O)OC(=O)C6=CC=CC=C6)(CO4)OC(=O)C)O)C)O. Cell line: MALME-3M. Synergy scores: CSS=5.41, Synergy_ZIP=-0.996, Synergy_Bliss=-2.70, Synergy_Loewe=-2.19, Synergy_HSA=-3.86. (2) Drug 2: CN(C)C1=NC(=NC(=N1)N(C)C)N(C)C. Synergy scores: CSS=5.73, Synergy_ZIP=-1.99, Synergy_Bliss=3.39, Synergy_Loewe=-5.17, Synergy_HSA=2.31. Drug 1: CC(C1=C(C=CC(=C1Cl)F)Cl)OC2=C(N=CC(=C2)C3=CN(N=C3)C4CCNCC4)N. Cell line: HOP-92. (3) Drug 1: CC1CCC2CC(C(=CC=CC=CC(CC(C(=O)C(C(C(=CC(C(=O)CC(OC(=O)C3CCCCN3C(=O)C(=O)C1(O2)O)C(C)CC4CCC(C(C4)OC)OCCO)C)C)O)OC)C)C)C)OC. Drug 2: C(=O)(N)NO. Cell line: T-47D. Synergy scores: CSS=21.3, Synergy_ZIP=-1.52, Synergy_Bliss=7.25, Synergy_Loewe=-15.4, Synergy_HSA=0.0239. (4) Drug 1: CC1C(C(CC(O1)OC2CC(CC3=C2C(=C4C(=C3O)C(=O)C5=C(C4=O)C(=CC=C5)OC)O)(C(=O)CO)O)N)O.Cl. Drug 2: CC1=C(N=C(N=C1N)C(CC(=O)N)NCC(C(=O)N)N)C(=O)NC(C(C2=CN=CN2)OC3C(C(C(C(O3)CO)O)O)OC4C(C(C(C(O4)CO)O)OC(=O)N)O)C(=O)NC(C)C(C(C)C(=O)NC(C(C)O)C(=O)NCCC5=NC(=CS5)C6=NC(=CS6)C(=O)NCCC[S+](C)C)O. Cell line: NCIH23. Synergy scores: CSS=66.3, Synergy_ZIP=-5.26, Synergy_Bliss=-7.27, Synergy_Loewe=-7.86, Synergy_HSA=-2.62. (5) Drug 1: C1=CC(=CC=C1C#N)C(C2=CC=C(C=C2)C#N)N3C=NC=N3. Drug 2: N.N.Cl[Pt+2]Cl. Cell line: MALME-3M. Synergy scores: CSS=25.3, Synergy_ZIP=-3.08, Synergy_Bliss=-1.43, Synergy_Loewe=-4.22, Synergy_HSA=-3.64. (6) Drug 1: CN(CC1=CN=C2C(=N1)C(=NC(=N2)N)N)C3=CC=C(C=C3)C(=O)NC(CCC(=O)O)C(=O)O. Drug 2: CCC1(C2=C(COC1=O)C(=O)N3CC4=CC5=C(C=CC(=C5CN(C)C)O)N=C4C3=C2)O.Cl. Cell line: TK-10. Synergy scores: CSS=25.5, Synergy_ZIP=-13.1, Synergy_Bliss=-3.99, Synergy_Loewe=-6.84, Synergy_HSA=-4.75. (7) Drug 1: CC1=CC2C(CCC3(C2CCC3(C(=O)C)OC(=O)C)C)C4(C1=CC(=O)CC4)C. Drug 2: CC1=C(C=C(C=C1)NC(=O)C2=CC=C(C=C2)CN3CCN(CC3)C)NC4=NC=CC(=N4)C5=CN=CC=C5. Cell line: HOP-62. Synergy scores: CSS=-5.47, Synergy_ZIP=0.866, Synergy_Bliss=-2.64, Synergy_Loewe=-42.3, Synergy_HSA=-8.18. (8) Drug 1: CC1=C(C(CCC1)(C)C)C=CC(=CC=CC(=CC(=O)O)C)C. Drug 2: CC1C(C(CC(O1)OC2CC(CC3=C2C(=C4C(=C3O)C(=O)C5=CC=CC=C5C4=O)O)(C(=O)C)O)N)O. Cell line: UACC62. Synergy scores: CSS=64.7, Synergy_ZIP=-4.56, Synergy_Bliss=-1.74, Synergy_Loewe=-8.25, Synergy_HSA=3.36.